Dataset: Tyrosyl-DNA phosphodiesterase HTS with 341,365 compounds. Task: Binary Classification. Given a drug SMILES string, predict its activity (active/inactive) in a high-throughput screening assay against a specified biological target. (1) The compound is O(c1c(ccc(OC)c1)C(=O)/C=C\c1ccc([N+]([O-])=O)cc1)COC. The result is 0 (inactive). (2) The compound is S(CC(=O)c1c(n(c(c1)C)C)C)c1[nH]c2c(n1)cccc2. The result is 0 (inactive). (3) The compound is S1CC(N2CC(N(CC2)C(C)C)CCO)CSCC1. The result is 0 (inactive). (4) The molecule is s1c2nc(SCC(=O)Nc3oc(c4c3c(=O)[nH]nc4C)C)n(CCCOC)c(=O)c2cc1CC. The result is 0 (inactive).